Dataset: Peptide-MHC class I binding affinity with 185,985 pairs from IEDB/IMGT. Task: Regression. Given a peptide amino acid sequence and an MHC pseudo amino acid sequence, predict their binding affinity value. This is MHC class I binding data. (1) The peptide sequence is GIPHPAGLAK. The MHC is Mamu-A2201 with pseudo-sequence Mamu-A2201. The binding affinity (normalized) is 0. (2) The peptide sequence is CLSPVVAGL. The MHC is HLA-A03:01 with pseudo-sequence HLA-A03:01. The binding affinity (normalized) is 0.0847. (3) The peptide sequence is TDYYFSHL. The MHC is H-2-Db with pseudo-sequence H-2-Db. The binding affinity (normalized) is 0. (4) The peptide sequence is ITYSSSMM. The MHC is H-2-Kb with pseudo-sequence H-2-Kb. The binding affinity (normalized) is 0.446.